Dataset: hERG Central: cardiac toxicity at 1µM, 10µM, and general inhibition. Task: Predict hERG channel inhibition at various concentrations. The compound is COc1cccc(C(=O)C2CN(C)CC2c2ccc(Cl)cc2)c1. Results: hERG_inhib (hERG inhibition (general)): blocker.